The task is: Predict the product of the given reaction.. This data is from Forward reaction prediction with 1.9M reactions from USPTO patents (1976-2016). Given the reactants [CH3:1][O:2][C:3]1[CH:8]=[CH:7][C:6]([N+:9]([O-:11])=[O:10])=[CH:5][C:4]=1[N:12]1[CH2:17][CH2:16][C:15](=O)[CH2:14][CH2:13]1.[CH3:19][N:20]1[CH2:25][CH2:24][NH:23][CH2:22][CH2:21]1.C(O[BH-](OC(=O)C)OC(=O)C)(=O)C.[Na+].C(=O)([O-])O.[Na+], predict the reaction product. The product is: [CH3:1][O:2][C:3]1[CH:8]=[CH:7][C:6]([N+:9]([O-:11])=[O:10])=[CH:5][C:4]=1[N:12]1[CH2:17][CH2:16][CH:15]([N:23]2[CH2:24][CH2:25][N:20]([CH3:19])[CH2:21][CH2:22]2)[CH2:14][CH2:13]1.